Task: Binary Classification. Given a T-cell receptor sequence (or CDR3 region) and an epitope sequence, predict whether binding occurs between them.. Dataset: TCR-epitope binding with 47,182 pairs between 192 epitopes and 23,139 TCRs (1) The epitope is YLQPRTFLL. The TCR CDR3 sequence is CATMPDRNTGELFF. Result: 1 (the TCR binds to the epitope). (2) The epitope is PKYVKQNTLKLAT. Result: 1 (the TCR binds to the epitope). The TCR CDR3 sequence is CASSLGQGSDGYTF. (3) The epitope is FLPRVFSAV. The TCR CDR3 sequence is CASSLTIDTQYF. Result: 1 (the TCR binds to the epitope). (4) The epitope is WICLLQFAY. The TCR CDR3 sequence is CSVLERTNNEQFF. Result: 1 (the TCR binds to the epitope). (5) The epitope is FVDGVPFVV. The TCR CDR3 sequence is CASSATSRDTGELFF. Result: 1 (the TCR binds to the epitope). (6) Result: 0 (the TCR does not bind to the epitope). The epitope is SGPLKAEIAQRLED. The TCR CDR3 sequence is CASSQQGAGQPQHF. (7) The epitope is SFHSLHLLF. The TCR CDR3 sequence is CAISPSGRANTGELFF. Result: 0 (the TCR does not bind to the epitope).